From a dataset of Forward reaction prediction with 1.9M reactions from USPTO patents (1976-2016). Predict the product of the given reaction. (1) The product is: [Cl:50][CH2:49][CH2:48][O:1][C:2]1[CH:3]=[C:4]2[C:9](=[CH:10][C:11]=1[O:12][CH3:13])[N:8]=[C:7]([C:14]1[CH:19]=[CH:18][CH:17]=[C:16]([NH:20][C:21](=[O:29])[CH2:22][N:23]3[CH2:24][CH2:25][O:26][CH2:27][CH2:28]3)[CH:15]=1)[N:6]=[C:5]2[NH:30][C:31]1[CH:32]=[C:33]2[C:37](=[CH:38][CH:39]=1)[N:36]([C:40]([O:42][C:43]([CH3:46])([CH3:45])[CH3:44])=[O:41])[N:35]=[CH:34]2. Given the reactants [OH:1][C:2]1[CH:3]=[C:4]2[C:9](=[CH:10][C:11]=1[O:12][CH3:13])[N:8]=[C:7]([C:14]1[CH:19]=[CH:18][CH:17]=[C:16]([NH:20][C:21](=[O:29])[CH2:22][N:23]3[CH2:28][CH2:27][O:26][CH2:25][CH2:24]3)[CH:15]=1)[N:6]=[C:5]2[NH:30][C:31]1[CH:32]=[C:33]2[C:37](=[CH:38][CH:39]=1)[N:36]([C:40]([O:42][C:43]([CH3:46])([CH3:45])[CH3:44])=[O:41])[N:35]=[CH:34]2.Br[CH2:48][CH2:49][Cl:50].C([O-])([O-])=O.[K+].[K+], predict the reaction product. (2) The product is: [C:21]([CH:23]([C:29]1[CH:34]=[CH:33][C:32]([O:14][CH2:13][C:10]2[CH:11]=[CH:12][C:7]([O:6][CH2:5]/[C:4](=[N:3]\[O:2][CH3:1])/[C:15]3[CH:20]=[CH:19][CH:18]=[CH:17][CH:16]=3)=[CH:8][CH:9]=2)=[CH:31][CH:30]=1)[CH2:24][C:25]([OH:27])=[O:26])#[N:22]. Given the reactants [CH3:1][O:2]/[N:3]=[C:4](/[C:15]1[CH:20]=[CH:19][CH:18]=[CH:17][CH:16]=1)\[CH2:5][O:6][C:7]1[CH:12]=[CH:11][C:10]([CH2:13][OH:14])=[CH:9][CH:8]=1.[C:21]([CH:23]([C:29]1[CH:34]=[CH:33][C:32](O)=[CH:31][CH:30]=1)[CH2:24][C:25]([O:27]C)=[O:26])#[N:22], predict the reaction product. (3) Given the reactants [CH2:1]([N:3]1[CH:7]=[C:6]([N+:8]([O-])=O)[CH:5]=[N:4]1)[CH3:2].[Cl-:11].[NH4+], predict the reaction product. The product is: [Cl:11][C:7]1[N:3]([CH2:1][CH3:2])[N:4]=[CH:5][C:6]=1[NH2:8]. (4) The product is: [ClH:37].[O:30]([C:27]1[CH:26]=[CH:25][C:24]([O:23][C:21]2[C:22]3[N:14]([CH:11]4[CH2:10][CH2:9][NH:8][CH2:13][CH2:12]4)[N:15]=[CH:16][C:17]=3[N:18]=[CH:19][N:20]=2)=[CH:29][CH:28]=1)[C:31]1[CH:36]=[CH:35][CH:34]=[CH:33][CH:32]=1. Given the reactants C(OC([N:8]1[CH2:13][CH2:12][CH:11]([N:14]2[C:22]3[C:21]([O:23][C:24]4[CH:29]=[CH:28][C:27]([O:30][C:31]5[CH:36]=[CH:35][CH:34]=[CH:33][CH:32]=5)=[CH:26][CH:25]=4)=[N:20][CH:19]=[N:18][C:17]=3[CH:16]=[N:15]2)[CH2:10][CH2:9]1)=O)(C)(C)C.[ClH:37], predict the reaction product. (5) Given the reactants [C-:1]#[N:2].[Na+].[Cl-].[NH4+:5].O=[C:7]1[CH2:12][CH2:11][N:10]([C:13]([O:15][CH2:16][C:17]2[CH:22]=[CH:21][CH:20]=[CH:19][CH:18]=2)=[O:14])[CH2:9][CH2:8]1.CO, predict the reaction product. The product is: [CH2:16]([O:15][C:13]([N:10]1[CH2:11][CH2:12][C:7]([NH2:5])([C:1]#[N:2])[CH2:8][CH2:9]1)=[O:14])[C:17]1[CH:22]=[CH:21][CH:20]=[CH:19][CH:18]=1. (6) Given the reactants [NH:1]1[C:9]2[C:4](=[CH:5][C:6]([NH2:10])=[CH:7][CH:8]=2)[CH:3]=[CH:2]1.[CH:11]1([C:14](Cl)=[O:15])[CH2:13][CH2:12]1, predict the reaction product. The product is: [NH:1]1[C:9]2[C:4](=[CH:5][C:6]([NH:10][C:14]([CH:11]3[CH2:13][CH2:12]3)=[O:15])=[CH:7][CH:8]=2)[CH:3]=[CH:2]1. (7) Given the reactants FC1C=CC(O)=[C:6]([C:8](C)([CH3:18])[CH2:9][C:10]([OH:17])([C:13]([F:16])([F:15])[F:14])[CH:11]=O)C=1.NC1C=C2C(=CC=1)N(C1C=C(C)C=C(C)C=1)C=C2, predict the reaction product. The product is: [CH3:6][CH:8]([CH3:18])[CH2:9][C:10]([C:13]([F:14])([F:15])[F:16])([OH:17])[CH3:11]. (8) Given the reactants [C:1]([CH2:3][C:4]([NH:6][CH2:7][CH2:8][OH:9])=[O:5])#[N:2].[C:10]1(=O)[CH2:15][CH2:14][CH2:13][CH2:12][CH2:11]1.C(O)(=O)C.C([O-])(=O)C.[NH4+], predict the reaction product. The product is: [C:1]([C:3](=[C:10]1[CH2:15][CH2:14][CH2:13][CH2:12][CH2:11]1)[C:4]([NH:6][CH2:7][CH2:8][OH:9])=[O:5])#[N:2]. (9) Given the reactants [N+:1](/[CH:4]=[CH:5]/[C:6]1[C:15]2[C:10](=[CH:11][CH:12]=[CH:13][CH:14]=2)[CH:9]=[CH:8][CH:7]=1)([O-:3])=[O:2].[CH:16](=[O:21])[CH2:17][CH:18]([CH3:20])[CH3:19].CC(O)C.CCCCCC, predict the reaction product. The product is: [CH:18]([C@@H:17]([C@H:5]([C:6]1[C:15]2[C:10](=[CH:11][CH:12]=[CH:13][CH:14]=2)[CH:9]=[CH:8][CH:7]=1)[CH2:4][N+:1]([O-:3])=[O:2])[CH:16]=[O:21])([CH3:20])[CH3:19]. (10) The product is: [ClH:1].[F:18][C:13]1[CH:14]=[CH:15][CH:16]=[CH:17][C:12]=1[N:4]1[C:5]2[C:10](=[CH:9][CH:8]=[CH:7][CH:6]=2)[N:11]=[C:2]([N:27]2[CH2:32][CH2:31][NH:30][CH2:29][CH2:28]2)[C:3]1=[O:19]. Given the reactants [Cl:1][C:2]1[C:3](=[O:19])[N:4]([C:12]2[CH:17]=[CH:16][CH:15]=[CH:14][C:13]=2[F:18])[C:5]2[C:10]([N:11]=1)=[CH:9][CH:8]=[CH:7][CH:6]=2.C(OC([N:27]1[CH2:32][CH2:31][NH:30][CH2:29][CH2:28]1)=O)(C)(C)C.C1(C)C=C(C)C=C(C)C=1, predict the reaction product.